Dataset: Kir2.1 potassium channel HTS with 301,493 compounds. Task: Binary Classification. Given a drug SMILES string, predict its activity (active/inactive) in a high-throughput screening assay against a specified biological target. The compound is Clc1c(OC)c(C(=O)Nc2ccc(NC(=O)C)cc2)cc(Cl)c1. The result is 0 (inactive).